From a dataset of Full USPTO retrosynthesis dataset with 1.9M reactions from patents (1976-2016). Predict the reactants needed to synthesize the given product. (1) Given the product [Br:1][C:2]1[CH:3]=[C:4]([CH:8]=[C:9]([O:16][CH2:15][CH3:17])[CH:10]=1)[C:5]([O:7][CH2:24][CH3:25])=[O:6], predict the reactants needed to synthesize it. The reactants are: [Br:1][C:2]1[CH:3]=[C:4]([CH:8]=[C:9](O)[CH:10]=1)[C:5]([OH:7])=[O:6].CN([CH:15]=[O:16])C.[C:17]([O-])([O-])=O.[K+].[K+].I[CH2:24][CH3:25]. (2) Given the product [CH:1]1([NH:7][C:8]2[N:16]=[C:15]([NH:17][C:18]3[CH:23]=[CH:22][C:21]([N:24]4[CH2:25][CH2:26][N:27]([S:44]([CH:41]([CH3:43])[CH3:42])(=[O:46])=[O:45])[CH2:28][CH2:29]4)=[CH:20][C:19]=3[O:30][CH3:31])[N:14]=[C:13]3[C:9]=2[N:10]=[CH:11][NH:12]3)[CH2:2][CH2:3][CH2:4][CH2:5][CH2:6]1, predict the reactants needed to synthesize it. The reactants are: [CH:1]1([NH:7][C:8]2[N:16]=[C:15]([NH:17][C:18]3[CH:23]=[CH:22][C:21]([N:24]4[CH2:29][CH2:28][NH:27][CH2:26][CH2:25]4)=[CH:20][C:19]=3[O:30][CH3:31])[N:14]=[C:13]3[C:9]=2[N:10]=[CH:11][NH:12]3)[CH2:6][CH2:5][CH2:4][CH2:3][CH2:2]1.C(N(C(C)C)CC)(C)C.[CH:41]([S:44](Cl)(=[O:46])=[O:45])([CH3:43])[CH3:42]. (3) Given the product [C:23]1([CH2:22][CH:21]([N:3]2[C:4](=[O:19])[C:5]3[CH:10]=[C:9]4[O:11][CH:12]5[CH2:18][CH2:17][CH2:16][N:13]5[C:14](=[O:15])[C:8]4=[CH:7][C:6]=3[N:1]=[N:2]2)[C:20]#[C:30][CH3:29])[CH:9]=[CH:10][CH:5]=[CH:6][CH:7]=1, predict the reactants needed to synthesize it. The reactants are: [N:1]1[C:6]2[CH:7]=[C:8]3[C:14](=[O:15])[N:13]4[CH2:16][CH2:17][CH2:18][CH:12]4[O:11][C:9]3=[CH:10][C:5]=2[C:4](=[O:19])[NH:3][N:2]=1.[CH2:20]1[CH2:30][CH2:29]N2[C:23](=NCCC2)[CH2:22][CH2:21]1.S([O-])(=O)(=O)C.Cl. (4) The reactants are: [NH2:1][C:2]1[CH:3]=[CH:4][C:5]2[S:9][C:8]([S:10][CH3:11])=[N:7][C:6]=2[CH:12]=1.[C:13](O[C:13]([C:15]([F:18])([F:17])[F:16])=[O:14])([C:15]([F:18])([F:17])[F:16])=[O:14]. Given the product [CH3:11][S:10][C:8]1[S:9][C:5]2[CH:4]=[CH:3][C:2]([NH:1][C:13](=[O:14])[C:15]([F:18])([F:17])[F:16])=[CH:12][C:6]=2[N:7]=1, predict the reactants needed to synthesize it. (5) Given the product [OH:30][CH2:31][N:7]1[CH2:18][CH2:17][O:16][C:11]1=[O:15].[CH2:31]([O:30][PH:29](=[O:38])[O:28][CH2:21][C:22]1[CH:23]=[CH:24][CH:25]=[CH:26][CH:27]=1)[C:32]1[CH:33]=[CH:34][CH:35]=[CH:36][CH:37]=1, predict the reactants needed to synthesize it. The reactants are: S(O)(=O)(=O)C.O1CCC=[N:7]1.[C:11]([O:16][CH2:17][CH2:18]CC)(=[O:15])C(C)O.[CH2:21]([O:28][PH:29](=[O:38])[O:30][CH2:31][C:32]1[CH:37]=[CH:36][CH:35]=[CH:34][CH:33]=1)[C:22]1[CH:27]=[CH:26][CH:25]=[CH:24][CH:23]=1.C(O)(C(F)(F)F)=O. (6) The reactants are: [CH3:1][C:2]([O:4][C@H:5]1[C:14]2[C@@:15]3([CH3:30])[C@@H:26]([CH2:27][O:28][CH3:29])[O:25][C:23](=[O:24])[C:17]4=[CH:18][O:19][C:20]([C:21](=[O:22])[C:13]=2[C@@H:8]2[CH2:9][CH2:10][C@H:11]([OH:12])[C@@:7]2([CH3:31])[CH2:6]1)=[C:16]34)=[O:3].[N:32]1([CH:38]2[CH2:43][CH2:42][NH:41][CH2:40][CH2:39]2)[CH2:37][CH2:36][CH2:35][CH2:34][CH2:33]1. Given the product [N:32]1([CH:38]2[CH2:43][CH2:42][N:41]([CH:18]=[C:17]3[C:16]4[C:15]([CH3:30])([C:14]5[CH:5]([O:4][C:2](=[O:3])[CH3:1])[CH2:6][C:7]6([CH3:31])[CH:8]([C:13]=5[C:21](=[O:22])[C:20]=4[OH:19])[CH2:9][CH2:10][CH:11]6[OH:12])[CH:26]([CH2:27][O:28][CH3:29])[O:25][C:23]3=[O:24])[CH2:40][CH2:39]2)[CH2:37][CH2:36][CH2:35][CH2:34][CH2:33]1, predict the reactants needed to synthesize it. (7) Given the product [NH2:12][C:9]1[CH:10]=[C:11]2[C:6](=[CH:7][CH:8]=1)[N:5]=[CH:4][C:3]([C:15]#[N:16])=[C:2]2[NH:17][C:18]1[CH:26]=[CH:25][C:21]([C:22]([NH2:24])=[O:23])=[CH:20][CH:19]=1, predict the reactants needed to synthesize it. The reactants are: Cl[C:2]1[C:11]2[C:6](=[CH:7][CH:8]=[C:9]([N+:12]([O-])=O)[CH:10]=2)[N:5]=[CH:4][C:3]=1[C:15]#[N:16].[NH2:17][C:18]1[CH:26]=[CH:25][C:21]([C:22]([NH2:24])=[O:23])=[CH:20][CH:19]=1.O.O.[Sn](Cl)(Cl)(Cl)Cl. (8) Given the product [Cl:24][C:19]1[CH:20]=[CH:21][CH:22]=[CH:23][C:18]=1[CH2:17][CH:16]([CH3:25])[CH2:15][C:12]([CH2:14][N:3]1[CH:7]=[N:6][CH:5]=[N:4]1)([OH:13])[C:8]([CH3:10])([CH3:9])[CH3:11], predict the reactants needed to synthesize it. The reactants are: [H-].[Na+].[NH:3]1[CH:7]=[N:6][CH:5]=[N:4]1.[C:8]([C:12]1([CH2:15][CH:16]([CH3:25])[CH2:17][C:18]2[CH:23]=[CH:22][CH:21]=[CH:20][C:19]=2[Cl:24])[CH2:14][O:13]1)([CH3:11])([CH3:10])[CH3:9].